From a dataset of Reaction yield outcomes from USPTO patents with 853,638 reactions. Predict the reaction yield, written as a fraction of the theoretical maximum amount of product (1.0 means a 100% yield; for example, 0.34 means a 34% yield). (1) The reactants are C[O-].[Na+].Cl[CH:5](Cl)[C:6]([O:8][CH3:9])=[O:7].[CH:11](=O)[CH3:12].[NH2:14][C:15]([NH2:17])=[S:16]. The catalyst is C(OCC)C.O. The yield is 0.260. The product is [NH2:17][C:15]1[S:16][C:11]([CH3:12])=[C:5]([C:6]([O:8][CH3:9])=[O:7])[N:14]=1. (2) The reactants are C([O:3][C:4]([C:6]1[C:7](=[O:33])[NH:8][C:9]2[C:14]([CH:15]=1)=[CH:13][C:12](/[CH:16]=[CH:17]/[C:18](=[O:32])[N:19]([CH3:31])[CH2:20][C:21]1[S:25][C:24]3[CH:26]=[CH:27][CH:28]=[CH:29][C:23]=3[C:22]=1[CH3:30])=[CH:11][N:10]=2)=[O:5])C.[OH-].[Na+:35]. The catalyst is CO.C(Cl)Cl.O. The product is [Na+:35].[CH3:31][N:19]([CH2:20][C:21]1[S:25][C:24]2[CH:26]=[CH:27][CH:28]=[CH:29][C:23]=2[C:22]=1[CH3:30])[C:18](/[CH:17]=[CH:16]/[C:12]1[CH:13]=[C:14]2[C:9](=[N:10][CH:11]=1)[NH:8][C:7](=[O:33])[C:6]([C:4]([O-:5])=[O:3])=[CH:15]2)=[O:32]. The yield is 0.250. (3) The reactants are C[C@@H:2]1[CH2:6][CH2:5][CH2:4][N:3]1[CH2:7][CH2:8][C:9]1[O:10][C:11]2[CH:17]=[CH:16][C:15]([C:18]3[CH:25]=[CH:24][C:21](C#N)=[CH:20][CH:19]=3)=[CH:14][C:12]=2[CH:13]=1.[O:26]1[CH2:30][CH2:29][CH2:28][CH2:27]1.[CH:31]1([Mg]Br)CC1. The catalyst is [Cu]I. The product is [CH:29]1([C:30]([C:21]2[CH:24]=[CH:25][C:18]([C:15]3[CH:16]=[CH:17][C:11]4[O:10][C:9]([CH2:8][CH2:7][N:3]5[CH2:4][CH2:5][CH2:6][C@H:2]5[CH3:31])=[CH:13][C:12]=4[CH:14]=3)=[CH:19][CH:20]=2)=[O:26])[CH2:27][CH2:28]1. The yield is 0.440. (4) The reactants are [Cl:1][C:2]1[CH:3]=[C:4]([CH:21]=[CH:22][CH:23]=1)[CH2:5][C:6]1[C:7]([CH3:20])=[N:8][C:9]2[N:10]([N:13]=[C:14]([CH3:19])[C:15]=2[C:16](O)=[O:17])[C:11]=1[CH3:12].[CH3:24][O:25][CH2:26][CH2:27][NH2:28]. No catalyst specified. The product is [Cl:1][C:2]1[CH:3]=[C:4]([CH:21]=[CH:22][CH:23]=1)[CH2:5][C:6]1[C:7]([CH3:20])=[N:8][C:9]2[N:10]([N:13]=[C:14]([CH3:19])[C:15]=2[C:16]([NH:28][CH2:27][CH2:26][O:25][CH3:24])=[O:17])[C:11]=1[CH3:12]. The yield is 0.200. (5) The reactants are [Br:1][C:2]1[CH:17]=[C:16]([Cl:18])[CH:15]=[CH:14][C:3]=1[O:4][C@@H:5]([CH3:13])[CH2:6][CH2:7][O:8]S(C)(=O)=O.[CH3:19][O:20][C:21](=[O:32])[CH2:22][CH2:23][C:24]1[CH:29]=[CH:28][C:27](O)=[CH:26][C:25]=1[CH3:31]. No catalyst specified. The product is [CH3:19][O:20][C:21](=[O:32])[CH2:22][CH2:23][C:24]1[CH:29]=[CH:28][C:27]([O:8][CH2:7][CH2:6][C@@H:5]([O:4][C:3]2[CH:14]=[CH:15][C:16]([Cl:18])=[CH:17][C:2]=2[Br:1])[CH3:13])=[CH:26][C:25]=1[CH3:31]. The yield is 0.680.